Dataset: Reaction yield outcomes from USPTO patents with 853,638 reactions. Task: Predict the reaction yield, written as a fraction of the theoretical maximum amount of product (1.0 means a 100% yield; for example, 0.34 means a 34% yield). (1) The reactants are [CH:1]1([O:6][C:7]2[CH:8]=[C:9]([C:15]([C:17]3[CH:22]=[CH:21][CH:20]=[CH:19][CH:18]=3)=O)[CH:10]=[CH:11][C:12]=2[O:13][CH3:14])[CH2:5][CH2:4][CH2:3][CH2:2]1.C(OP([CH2:31][C:32]#[N:33])(=O)OCC)C.C[Si]([N-][Si](C)(C)C)(C)C.[Li+].COC1C=C(C(C2C=CC=C(OC)C=2)=CC#N)C=C(OC)C=1. The catalyst is C1COCC1. The product is [CH:1]1([O:6][C:7]2[CH:8]=[C:9]([C:15]([C:17]3[CH:22]=[CH:21][CH:20]=[CH:19][CH:18]=3)=[CH:31][C:32]#[N:33])[CH:10]=[CH:11][C:12]=2[O:13][CH3:14])[CH2:5][CH2:4][CH2:3][CH2:2]1. The yield is 0.760. (2) The reactants are [CH2:1]([O:3][C:4]([C:6]1[NH:7][C:8]([CH3:11])=[CH:9][CH:10]=1)=[O:5])[CH3:2].[F:12][C:13]([F:25])([F:24])[C:14]1[CH:19]=[CH:18][C:17]([CH2:20][C:21](Cl)=[O:22])=[CH:16][CH:15]=1. The catalyst is ClCCCl. The product is [CH2:1]([O:3][C:4]([C:6]1[NH:7][C:8]([CH3:11])=[C:9]([C:21](=[O:22])[CH2:20][C:17]2[CH:16]=[CH:15][C:14]([C:13]([F:24])([F:12])[F:25])=[CH:19][CH:18]=2)[CH:10]=1)=[O:5])[CH3:2]. The yield is 0.330. (3) The reactants are [Br:1][C:2]1[CH:3]=[CH:4][C:5](F)=[C:6]([C:8]([C:10]2([OH:18])[CH2:15][CH2:14][CH:13]([O:16][CH3:17])[CH2:12][CH2:11]2)=[O:9])[CH:7]=1.CC(C)([O-])C.[K+]. The catalyst is C1COCC1. The product is [Br:1][C:2]1[CH:3]=[CH:4][C:5]2[O:18][C:10]3([CH2:15][CH2:14][CH:13]([O:16][CH3:17])[CH2:12][CH2:11]3)[C:8](=[O:9])[C:6]=2[CH:7]=1. The yield is 0.390. (4) The reactants are [C:1]([O:5][C:6]([N:8]1[CH2:13][CH2:12][CH:11]([CH2:14][C:15]([OH:17])=O)[CH2:10][CH2:9]1)=[O:7])([CH3:4])([CH3:3])[CH3:2].C(Cl)(=O)C(Cl)=O.[NH2:24][C:25]1[CH:26]=[N:27][CH:28]=[C:29]([Br:31])[CH:30]=1.CCN(C(C)C)C(C)C.C([O-])(O)=O.[Na+]. The catalyst is C(Cl)Cl.CN(C1C=CN=CC=1)C.CN(C=O)C. The product is [Br:31][C:29]1[CH:30]=[C:25]([NH:24][C:15](=[O:17])[CH2:14][CH:11]2[CH2:10][CH2:9][N:8]([C:6]([O:5][C:1]([CH3:2])([CH3:3])[CH3:4])=[O:7])[CH2:13][CH2:12]2)[CH:26]=[N:27][CH:28]=1. The yield is 0.507. (5) The reactants are [NH2:1][C:2]1[CH:3]=[N:4][CH:5]=[CH:6][CH:7]=1.[NH2:8][C:9]1[C:10]([C:16](OC)=[O:17])=[N:11][C:12]([Br:15])=[CH:13][N:14]=1.N12CCCN=C1CCCCC2. The catalyst is O. The product is [NH2:8][C:9]1[C:10]([C:16]([NH:1][C:2]2[CH:3]=[N:4][CH:5]=[CH:6][CH:7]=2)=[O:17])=[N:11][C:12]([Br:15])=[CH:13][N:14]=1. The yield is 0.590. (6) The catalyst is O. The yield is 0.790. The reactants are [CH3:1][C:2]([O:7][C:8]1[CH:13]=[C:12]([CH3:14])[CH:11]=[C:10]([CH3:15])[C:9]=1[CH3:16])([CH3:6])[C:3]([OH:5])=O. The product is [CH3:6][C:2]1([CH3:1])[C:3](=[O:5])[C:13]2[C:12]([CH3:14])=[CH:11][C:10]([CH3:15])=[C:9]([CH3:16])[C:8]=2[O:7]1. (7) The reactants are [Cl:1][C:2]1[CH:7]=[CH:6][N:5]=[C:4]2[CH:8]=[CH:9][S:10][C:3]=12.[Li]CCCC.[Br:16]Br. The catalyst is C1COCC1. The product is [Br:16][C:9]1[S:10][C:3]2[C:4](=[N:5][CH:6]=[CH:7][C:2]=2[Cl:1])[CH:8]=1. The yield is 0.710. (8) The reactants are Br[C:2]1[CH:7]=[CH:6][C:5]([C:8]#[C:9][CH3:10])=[CH:4][CH:3]=1.BrC1C=C(OCC)C=CC=1.[OH:21][CH2:22][C:23]1[CH:28]=[CH:27][C:26](B(O)O)=[CH:25][CH:24]=1.C(=O)([O-])[O-].[Na+].[Na+]. The catalyst is C1C=CC([P]([Pd]([P](C2C=CC=CC=2)(C2C=CC=CC=2)C2C=CC=CC=2)([P](C2C=CC=CC=2)(C2C=CC=CC=2)C2C=CC=CC=2)[P](C2C=CC=CC=2)(C2C=CC=CC=2)C2C=CC=CC=2)(C2C=CC=CC=2)C2C=CC=CC=2)=CC=1. The product is [C:8]([C:5]1[CH:6]=[CH:7][C:2]([C:26]2[CH:27]=[CH:28][C:23]([CH2:22][OH:21])=[CH:24][CH:25]=2)=[CH:3][CH:4]=1)#[C:9][CH3:10]. The yield is 0.880. (9) The reactants are [Cl:1][C:2]1[CH:7]=[CH:6][CH:5]=[CH:4][C:3]=1[S:8]([NH:11][C:12]1[CH:13]=[C:14]([N:21]2[CH2:26][CH2:25][N:24](C(OC(C)(C)C)=O)[CH2:23][CH2:22]2)[C:15]2[O:19][CH:18]=[CH:17][C:16]=2[CH:20]=1)(=[O:10])=[O:9].C(O)(C(F)(F)F)=O. The catalyst is C(Cl)Cl. The product is [Cl:1][C:2]1[CH:7]=[CH:6][CH:5]=[CH:4][C:3]=1[S:8]([NH:11][C:12]1[CH:13]=[C:14]([N:21]2[CH2:22][CH2:23][NH:24][CH2:25][CH2:26]2)[C:15]2[O:19][CH:18]=[CH:17][C:16]=2[CH:20]=1)(=[O:9])=[O:10]. The yield is 0.800. (10) The reactants are C[O:2][C:3](=[O:31])[CH:4]([C:6]1[CH:11]=[CH:10][C:9](/[CH:12]=[CH:13]/[C:14](=[O:30])[NH:15][C:16]2[CH:21]=[CH:20][CH:19]=[CH:18][C:17]=2[NH:22][C:23]([O:25][C:26]([CH3:29])([CH3:28])[CH3:27])=[O:24])=[CH:8][CH:7]=1)[OH:5].[OH-].[Li+].Cl. The catalyst is C1COCC1. The product is [C:26]([O:25][C:23]([NH:22][C:17]1[CH:18]=[CH:19][CH:20]=[CH:21][C:16]=1[NH:15][C:14](/[CH:13]=[CH:12]/[C:9]1[CH:8]=[CH:7][C:6]([CH:4]([OH:5])[C:3]([OH:31])=[O:2])=[CH:11][CH:10]=1)=[O:30])=[O:24])([CH3:29])([CH3:27])[CH3:28]. The yield is 1.00.